Dataset: CYP2D6 inhibition data for predicting drug metabolism from PubChem BioAssay. Task: Regression/Classification. Given a drug SMILES string, predict its absorption, distribution, metabolism, or excretion properties. Task type varies by dataset: regression for continuous measurements (e.g., permeability, clearance, half-life) or binary classification for categorical outcomes (e.g., BBB penetration, CYP inhibition). Dataset: cyp2d6_veith. (1) The drug is Cc1ccc(C(=O)OCCc2c(C)[nH]n(-c3ccccc3)c2=O)cc1. The result is 0 (non-inhibitor). (2) The molecule is COc1cccc(N=c2oc3c(C)ncc(CO)c3cc2C(N)=O)c1. The result is 0 (non-inhibitor). (3) The drug is CCSc1nc2c(c(=O)[nH]1)C(c1ccncc1)C(C(=O)OC(C)C)=C(C)N2. The result is 0 (non-inhibitor). (4) The drug is CNCCCc1ccccc1.Cl. The result is 0 (non-inhibitor).